Dataset: Full USPTO retrosynthesis dataset with 1.9M reactions from patents (1976-2016). Task: Predict the reactants needed to synthesize the given product. (1) Given the product [C:1]([O:5][C:6](=[O:22])[NH:7][C:8]1[CH:13]=[C:12]([O:14][CH2:15][CH3:16])[C:11]([C:17]([F:20])([F:19])[F:18])=[CH:10][C:9]=1[NH:21][C:28](=[O:27])[CH2:29][C:30](=[O:43])[C:31]1[CH:36]=[CH:35][CH:34]=[C:33]([C:37]2[CH:38]=[N:39][CH:40]=[CH:41][CH:42]=2)[CH:32]=1)([CH3:2])([CH3:3])[CH3:4], predict the reactants needed to synthesize it. The reactants are: [C:1]([O:5][C:6](=[O:22])[NH:7][C:8]1[CH:13]=[C:12]([O:14][CH2:15][CH3:16])[C:11]([C:17]([F:20])([F:19])[F:18])=[CH:10][C:9]=1[NH2:21])([CH3:4])([CH3:3])[CH3:2].C([O:27][C:28](=O)[CH2:29][C:30](=[O:43])[C:31]1[CH:36]=[CH:35][CH:34]=[C:33]([C:37]2[CH:38]=[N:39][CH:40]=[CH:41][CH:42]=2)[CH:32]=1)(C)(C)C. (2) Given the product [Br:1][C:2]1[CH:3]=[C:4]([C:9]([F:12])([F:11])[F:10])[CH:5]=[CH:6][C:7]=1[O:21][C:15]1[CH:16]=[CH:17][C:18]([F:20])=[CH:19][C:14]=1[F:13], predict the reactants needed to synthesize it. The reactants are: [Br:1][C:2]1[CH:3]=[C:4]([C:9]([F:12])([F:11])[F:10])[CH:5]=[CH:6][C:7]=1F.[F:13][C:14]1[CH:19]=[C:18]([F:20])[CH:17]=[CH:16][C:15]=1[OH:21].C(=O)([O-])[O-].[K+].[K+]. (3) The reactants are: [CH2:1]([O:3][C:4](=[O:16])[C:5](=O)[CH2:6][C:7]([C:9]1[CH:14]=[CH:13][CH:12]=[CH:11][N:10]=1)=[O:8])[CH3:2].[NH:17]([C:19]1[CH:20]=[CH:21][C:22]([O:25][CH3:26])=[N:23][CH:24]=1)[NH2:18]. Given the product [CH2:1]([O:3][C:4]([C:5]1[CH2:6][C:7]([OH:8])([C:9]2[CH:14]=[CH:13][CH:12]=[CH:11][N:10]=2)[N:17]([C:19]2[CH:24]=[N:23][C:22]([O:25][CH3:26])=[CH:21][CH:20]=2)[N:18]=1)=[O:16])[CH3:2], predict the reactants needed to synthesize it. (4) Given the product [F:1][C:2]1[CH:10]=[C:9]2[C:5]([CH:6]=[N:7][N:8]2[CH3:11])=[C:4]([C:12](=[N:16][OH:17])[CH3:13])[CH:3]=1, predict the reactants needed to synthesize it. The reactants are: [F:1][C:2]1[CH:10]=[C:9]2[C:5]([CH:6]=[N:7][N:8]2[CH3:11])=[C:4]([C:12](=O)[CH3:13])[CH:3]=1.Cl.[NH2:16][OH:17].CC([O-])=O.[Na+]. (5) Given the product [F:31][C:28]([F:29])([F:30])[C:25]1[CH:24]=[CH:23][C:22]([CH:21]2[CH2:20][CH2:19][NH:18][CH2:17][CH:16]2[NH:15][C:2]2[C:3]3[N:11]=[CH:10][CH:9]=[C:8]([C:12]([NH2:14])=[O:13])[C:4]=3[N:5]=[CH:6][N:7]=2)=[CH:27][CH:26]=1, predict the reactants needed to synthesize it. The reactants are: O[C:2]1[C:3]2[N:11]=[CH:10][CH:9]=[C:8]([C:12]([NH2:14])=[O:13])[C:4]=2[N:5]=[CH:6][N:7]=1.[NH2:15][CH:16]1[CH:21]([C:22]2[CH:27]=[CH:26][C:25]([C:28]([F:31])([F:30])[F:29])=[CH:24][CH:23]=2)[CH2:20][CH2:19][N:18](C(OC(C)(C)C)=O)[CH2:17]1. (6) Given the product [NH:1]1[C:9]2[C:4](=[CH:5][CH:6]=[C:7]([C:10]3[C:19]([N:20]([CH:22]([CH3:24])[CH3:23])[CH3:21])=[N:18][C:17]4[C:12](=[CH:13][CH:14]=[C:15]([C:25]([OH:27])=[O:26])[CH:16]=4)[N:11]=3)[CH:8]=2)[CH:3]=[N:2]1, predict the reactants needed to synthesize it. The reactants are: [NH:1]1[C:9]2[C:4](=[CH:5][CH:6]=[C:7]([C:10]3[C:19]([N:20]([CH:22]([CH3:24])[CH3:23])[CH3:21])=[N:18][C:17]4[C:12](=[CH:13][CH:14]=[C:15]([C:25]([O:27]C)=[O:26])[CH:16]=4)[N:11]=3)[CH:8]=2)[CH:3]=[N:2]1.O[Li].O.Cl.